From a dataset of Catalyst prediction with 721,799 reactions and 888 catalyst types from USPTO. Predict which catalyst facilitates the given reaction. (1) Reactant: [C:1]([C:4]1[CH:9]=[CH:8][C:7]([C:10]2[CH:15]=[CH:14][CH:13]=[CH:12][C:11]=2[C:16]([NH:18][C:19]2[CH:42]=[CH:41][C:22]([NH:23][C:24](=[O:40])[CH2:25][C:26]3[N:31]=[C:30]([NH:32]C(=O)OC(C)(C)C)[CH:29]=[CH:28][CH:27]=3)=[CH:21][CH:20]=2)=[O:17])=[CH:6][CH:5]=1)(=[O:3])[CH3:2].FC(F)(F)C(O)=O.C(=O)([O-])[O-].[K+].[K+]. Product: [C:1]([C:4]1[CH:9]=[CH:8][C:7]([C:10]2[C:11]([C:16]([NH:18][C:19]3[CH:42]=[CH:41][C:22]([NH:23][C:24](=[O:40])[CH2:25][C:26]4[CH:27]=[CH:28][CH:29]=[C:30]([NH2:32])[N:31]=4)=[CH:21][CH:20]=3)=[O:17])=[CH:12][CH:13]=[CH:14][CH:15]=2)=[CH:6][CH:5]=1)(=[O:3])[CH3:2]. The catalyst class is: 4. (2) Reactant: [CH3:1][C:2]1[CH:36]=[CH:35][CH:34]=[CH:33][C:3]=1[CH2:4][O:5][C:6]1[CH:7]=[C:8]([CH:22]=[C:23]([O:25][CH2:26][C:27]2[CH:31]=[C:30]([CH3:32])[O:29][N:28]=2)[CH:24]=1)[C:9]([NH:11][C:12]1[N:17]=[CH:16][C:15]([C:18]([O:20]C)=[O:19])=[CH:14][CH:13]=1)=[O:10].[OH-].[Na+].Cl. Product: [CH3:1][C:2]1[CH:36]=[CH:35][CH:34]=[CH:33][C:3]=1[CH2:4][O:5][C:6]1[CH:7]=[C:8]([CH:22]=[C:23]([O:25][CH2:26][C:27]2[CH:31]=[C:30]([CH3:32])[O:29][N:28]=2)[CH:24]=1)[C:9]([NH:11][C:12]1[N:17]=[CH:16][C:15]([C:18]([OH:20])=[O:19])=[CH:14][CH:13]=1)=[O:10]. The catalyst class is: 20. (3) Reactant: [C:1]([C:5]1[CH:23]=[C:8]2[N:9]=[C:10]([CH3:22])[C:11]([CH:14]([CH2:19][CH2:20][CH3:21])[C:15]([O:17][CH3:18])=[O:16])=[C:12](Cl)[N:7]2[N:6]=1)([CH3:4])([CH3:3])[CH3:2].[Cl:24][C:25]1[CH:30]=[CH:29][C:28](B(O)O)=[CH:27][CH:26]=1.C(N(C(C)C)CC)(C)C. Product: [C:1]([C:5]1[CH:23]=[C:8]2[N:9]=[C:10]([CH3:22])[C:11]([CH:14]([CH2:19][CH2:20][CH3:21])[C:15]([O:17][CH3:18])=[O:16])=[C:12]([C:28]3[CH:29]=[CH:30][C:25]([Cl:24])=[CH:26][CH:27]=3)[N:7]2[N:6]=1)([CH3:4])([CH3:3])[CH3:2]. The catalyst class is: 149. (4) Reactant: [CH3:1][O:2][C:3](=[O:12])[CH:4](Br)[C:5]1[CH:10]=[CH:9][CH:8]=[CH:7][CH:6]=1.[I:13][C:14]1[CH:34]=[CH:33][CH:32]=[CH:31][C:15]=1[C:16]([NH:18][C:19]1[CH:24]=[CH:23][C:22]([N:25]2[CH2:30][CH2:29][NH:28][CH2:27][CH2:26]2)=[CH:21][CH:20]=1)=[O:17].C([O-])([O-])=O.[Na+].[Na+].O. Product: [I:13][C:14]1[CH:34]=[CH:33][CH:32]=[CH:31][C:15]=1[C:16]([NH:18][C:19]1[CH:20]=[CH:21][C:22]([N:25]2[CH2:26][CH2:27][N:28]([CH:4]([C:5]3[CH:10]=[CH:9][CH:8]=[CH:7][CH:6]=3)[C:3]([O:2][CH3:1])=[O:12])[CH2:29][CH2:30]2)=[CH:23][CH:24]=1)=[O:17]. The catalyst class is: 3. (5) The catalyst class is: 9. Reactant: Cl.[CH3:2][C:3]1[N:4]=[CH:5][N:6]([C:8]2[C:13](=[O:14])[NH:12][C:11]([C:15]([OH:17])=[O:16])=[CH:10][CH:9]=2)[CH:7]=1.Br[CH2:19][CH2:20]Br.C(=O)([O-])[O-].[Cs+].[Cs+]. Product: [CH3:2][C:3]1[N:4]=[CH:5][N:6]([C:8]2[C:13](=[O:14])[N:12]3[C:11]([C:15](=[O:17])[O:16][CH2:19][CH2:20]3)=[CH:10][CH:9]=2)[CH:7]=1. (6) Reactant: [CH:1]([NH:4][C:5]1[CH:10]=[C:9]([C:11]2[N:15]3[CH:16]=[CH:17][C:18]([C:20]4[CH:21]=[C:22]([CH:25]=[CH:26][CH:27]=4)[CH:23]=O)=[CH:19][C:14]3=[N:13][CH:12]=2)[CH:8]=[C:7]([C:28]2[CH:33]=[CH:32][CH:31]=[CH:30][CH:29]=2)[N:6]=1)([CH3:3])[CH3:2].[CH2:34]([NH2:36])[CH3:35].C(O)(=O)C.C(O[BH-](OC(=O)C)OC(=O)C)(=O)C.[Na+]. Product: [CH2:34]([NH:36][CH2:23][C:22]1[CH:21]=[C:20]([C:18]2[CH:17]=[CH:16][N:15]3[C:11]([C:9]4[CH:8]=[C:7]([C:28]5[CH:29]=[CH:30][CH:31]=[CH:32][CH:33]=5)[N:6]=[C:5]([NH:4][CH:1]([CH3:2])[CH3:3])[CH:10]=4)=[CH:12][N:13]=[C:14]3[CH:19]=2)[CH:27]=[CH:26][CH:25]=1)[CH3:35]. The catalyst class is: 100. (7) Reactant: C(OC([N:8]1[CH2:12][CH2:11][CH2:10][CH:9]1[C:13]1[NH:14][C:15]([C:18]2[CH:27]=[CH:26][C:25]3[C:20](=[CH:21][CH:22]=[C:23]([C:28]4[CH:33]=[CH:32][C:31]([C:34]5[NH:35][C:36]([CH:39]6[CH2:43][CH2:42][CH2:41][N:40]6[C:44](=[O:57])[CH:45]([NH:52][C:53]([O:55][CH3:56])=[O:54])[C:46]6[CH:51]=[CH:50][CH:49]=[CH:48][CH:47]=6)=[N:37][CH:38]=5)=[CH:30][CH:29]=4)[CH:24]=3)[CH:19]=2)=[CH:16][N:17]=1)=O)(C)(C)C.Cl.[CH3:59][O:60][C:61]([NH:63][CH:64]([CH2:68][CH:69]1[CH2:74][CH2:73][O:72][CH2:71][CH2:70]1)[C:65]([OH:67])=O)=[O:62].CN(C(ON1N=NC2C=CC=NC1=2)=[N+](C)C)C.F[P-](F)(F)(F)(F)F.CCN(C(C)C)C(C)C. Product: [CH3:59][O:60][C:61](=[O:62])[NH:63][CH:64]([CH2:68][CH:69]1[CH2:74][CH2:73][O:72][CH2:71][CH2:70]1)[C:65]([N:8]1[CH2:12][CH2:11][CH2:10][CH:9]1[C:13]1[NH:14][C:15]([C:18]2[CH:27]=[CH:26][C:25]3[C:20](=[CH:21][CH:22]=[C:23]([C:28]4[CH:29]=[CH:30][C:31]([C:34]5[NH:35][C:36]([CH:39]6[CH2:43][CH2:42][CH2:41][N:40]6[C:44](=[O:57])[CH:45]([NH:52][C:53]([O:55][CH3:56])=[O:54])[C:46]6[CH:47]=[CH:48][CH:49]=[CH:50][CH:51]=6)=[N:37][CH:38]=5)=[CH:32][CH:33]=4)[CH:24]=3)[CH:19]=2)=[CH:16][N:17]=1)=[O:67]. The catalyst class is: 61. (8) Reactant: C(N(CC)CC)C.[F:8][C:9]1[CH:14]=[CH:13][CH:12]=[CH:11][C:10]=1[N:15]1[C:23]2[C:18](=[C:19]([N:24]3[CH2:31][C@@H:30]4[C@@H:26]([CH2:27][NH:28][CH2:29]4)[C:25]3=[O:32])[CH:20]=[CH:21][CH:22]=2)[CH:17]=[N:16]1.[CH:33]([S:36](Cl)(=[O:38])=[O:37])([CH3:35])[CH3:34]. Product: [F:8][C:9]1[CH:14]=[CH:13][CH:12]=[CH:11][C:10]=1[N:15]1[C:23]2[C:18](=[C:19]([N:24]3[CH2:31][C@@H:30]4[C@@H:26]([CH2:27][N:28]([S:36]([CH:33]([CH3:35])[CH3:34])(=[O:38])=[O:37])[CH2:29]4)[C:25]3=[O:32])[CH:20]=[CH:21][CH:22]=2)[CH:17]=[N:16]1. The catalyst class is: 2. (9) Reactant: [CH3:1][NH:2][NH2:3].[CH2:4]([N:8]1[C:12]([C:13](OCC)=[O:14])=[C:11]([CH:18]=O)[N:10]=[C:9]1[N:20]1[CH2:25][CH2:24][N:23]([C:26]([O:28][C:29]([CH3:32])([CH3:31])[CH3:30])=[O:27])[CH2:22][CH2:21]1)[C:5]#[C:6][CH3:7]. Product: [CH2:4]([N:8]1[C:12]2[C:13](=[O:14])[N:2]([CH3:1])[N:3]=[CH:18][C:11]=2[N:10]=[C:9]1[N:20]1[CH2:25][CH2:24][N:23]([C:26]([O:28][C:29]([CH3:32])([CH3:30])[CH3:31])=[O:27])[CH2:22][CH2:21]1)[C:5]#[C:6][CH3:7]. The catalyst class is: 8.